Dataset: Full USPTO retrosynthesis dataset with 1.9M reactions from patents (1976-2016). Task: Predict the reactants needed to synthesize the given product. Given the product [ClH:28].[N:34]1[CH:35]=[CH:36][CH:37]=[C:32]([CH2:31][CH2:30][CH2:29][O:17][C:14]2[CH:15]=[C:16]3[C:11](=[CH:12][CH:13]=2)[O:10][C:9]([C:18]2[N:23]=[CH:22][C:21]4[CH:24]=[CH:25][S:26][C:20]=4[CH:19]=2)=[CH:8][C:7]3=[N:6][OH:5])[CH:33]=1, predict the reactants needed to synthesize it. The reactants are: C([O:5][N:6]=[C:7]1[C:16]2[C:11](=[CH:12][CH:13]=[C:14]([OH:17])[CH:15]=2)[O:10][C:9]([C:18]2[N:23]=[CH:22][C:21]3[CH:24]=[CH:25][S:26][C:20]=3[CH:19]=2)=[CH:8]1)(C)(C)C.Cl.[Cl:28][CH2:29][CH2:30][CH2:31][C:32]1[CH:33]=[N:34][CH:35]=[CH:36][CH:37]=1.N1C=CC=C(CCCO)C=1.